Dataset: Catalyst prediction with 721,799 reactions and 888 catalyst types from USPTO. Task: Predict which catalyst facilitates the given reaction. (1) Reactant: [O:1]1[CH:5]=[CH:4][CH:3]=[C:2]1[C:6]1[N:10]2[N:11]=[C:12]([C:15]3[CH:20]=[CH:19][CH:18]=[C:17]([N+:21]([O-])=O)[CH:16]=3)[CH:13]=[CH:14][C:9]2=[N:8][N:7]=1.Cl[Sn]Cl.ClCCl.C([O-])(O)=O.[Na+]. Product: [O:1]1[CH:5]=[CH:4][CH:3]=[C:2]1[C:6]1[N:10]2[N:11]=[C:12]([C:15]3[CH:16]=[C:17]([CH:18]=[CH:19][CH:20]=3)[NH2:21])[CH:13]=[CH:14][C:9]2=[N:8][N:7]=1. The catalyst class is: 8. (2) Reactant: [CH:1]1([CH:7]([NH:19][C:20]2[CH:21]=[CH:22][C:23]([C:26]([N:28]([CH3:36])[CH2:29][CH2:30][C:31]([O:33]CC)=[O:32])=[O:27])=[N:24][CH:25]=2)[C:8]2[O:9][C:10]3[CH:17]=[CH:16][C:15]([F:18])=[CH:14][C:11]=3[C:12]=2[CH3:13])[CH2:6][CH2:5][CH2:4][CH2:3][CH2:2]1.O1CCCC1.[OH-].[Na+]. Product: [CH:1]1([CH:7]([NH:19][C:20]2[CH:21]=[CH:22][C:23]([C:26]([N:28]([CH3:36])[CH2:29][CH2:30][C:31]([OH:33])=[O:32])=[O:27])=[N:24][CH:25]=2)[C:8]2[O:9][C:10]3[CH:17]=[CH:16][C:15]([F:18])=[CH:14][C:11]=3[C:12]=2[CH3:13])[CH2:6][CH2:5][CH2:4][CH2:3][CH2:2]1. The catalyst class is: 8. (3) The catalyst class is: 161. Product: [NH2:1][C@@H:4]([C@@H:39]([C:48]1[CH:53]=[CH:52][C:51]([Cl:54])=[CH:50][CH:49]=1)[C:40]1[CH:41]=[N:42][C:43]([O:46][CH3:47])=[CH:44][CH:45]=1)[C:5]([NH:7][C:8]1[CH:37]=[CH:36][CH:35]=[C:34]([F:38])[C:9]=1[CH2:10][CH2:11][C@@H:12]1[N:17]([S:18]([C:21]2[CH:26]=[CH:25][CH:24]=[CH:23][CH:22]=2)(=[O:20])=[O:19])[CH2:16][CH2:15][N:14]([C:27]([O:29][C:30]([CH3:31])([CH3:33])[CH3:32])=[O:28])[CH2:13]1)=[O:6]. Reactant: [N:1]([C@@H:4]([C@@H:39]([C:48]1[CH:53]=[CH:52][C:51]([Cl:54])=[CH:50][CH:49]=1)[C:40]1[CH:41]=[N:42][C:43]([O:46][CH3:47])=[CH:44][CH:45]=1)[C:5]([NH:7][C:8]1[CH:37]=[CH:36][CH:35]=[C:34]([F:38])[C:9]=1[CH2:10][CH2:11][C@@H:12]1[N:17]([S:18]([C:21]2[CH:26]=[CH:25][CH:24]=[CH:23][CH:22]=2)(=[O:20])=[O:19])[CH2:16][CH2:15][N:14]([C:27]([O:29][C:30]([CH3:33])([CH3:32])[CH3:31])=[O:28])[CH2:13]1)=[O:6])=[N+]=[N-].CP(C)C.